This data is from Full USPTO retrosynthesis dataset with 1.9M reactions from patents (1976-2016). The task is: Predict the reactants needed to synthesize the given product. (1) Given the product [CH3:10][C:9]1[CH:17]=[C:16]2[C:4]([C:3](=[O:2])[CH2:8][CH2:7][O:20]2)=[CH:5][CH:6]=1, predict the reactants needed to synthesize it. The reactants are: C[O:2][C:3]1[CH:8]=[CH:7][C:6]([CH2:9][CH2:10]CC(O)=O)=[CH:5][C:4]=1C.[C:16](Cl)(=[O:20])[C:17](Cl)=O.[Cl-].[Al+3].[Cl-].[Cl-]. (2) Given the product [CH3:22][N:11]([CH2:10][C:2]1[N:3]([CH2:24][C:25]([O:27][CH3:28])=[O:26])[C:4]2[CH:9]=[CH:8][CH:7]=[CH:6][C:5]=2[N:1]=1)[CH:12]1[C:21]2[N:20]=[CH:19][CH:18]=[CH:17][C:16]=2[CH2:15][CH2:14][CH2:13]1, predict the reactants needed to synthesize it. The reactants are: [NH:1]1[C:5]2[CH:6]=[CH:7][CH:8]=[CH:9][C:4]=2[N:3]=[C:2]1[CH2:10][N:11]([CH3:22])[CH:12]1[C:21]2[N:20]=[CH:19][CH:18]=[CH:17][C:16]=2[CH2:15][CH2:14][CH2:13]1.Br[CH2:24][C:25]([O:27][CH3:28])=[O:26].C([O-])([O-])=O.[K+].[K+]. (3) Given the product [CH2:24]([O:23][C:7]1[CH:6]=[C:5]([CH2:4][C:3]([OH:26])=[O:2])[CH:10]=[C:9]([O:11][C:12]2[S:13][C:14]([C:17]3[CH:22]=[CH:21][CH:20]=[CH:19][CH:18]=3)=[CH:15][CH:16]=2)[CH:8]=1)[CH3:25], predict the reactants needed to synthesize it. The reactants are: C[O:2][C:3](=[O:26])[CH2:4][C:5]1[CH:10]=[C:9]([O:11][C:12]2[S:13][C:14]([C:17]3[CH:22]=[CH:21][CH:20]=[CH:19][CH:18]=3)=[CH:15][CH:16]=2)[CH:8]=[C:7]([O:23][CH2:24][CH3:25])[CH:6]=1.O1CCCC1.[OH-].[Li+].Cl. (4) Given the product [C:23]1([CH3:34])[CH:24]=[CH:25][C:26]([S:29]([O-:32])(=[O:30])=[O:31])=[CH:27][CH:28]=1.[C:19]([C:16]1[CH:17]=[CH:18][C:13]([I+:12][C:9]2[CH:8]=[CH:7][C:6]([C:2]([CH3:5])([CH3:4])[CH3:3])=[CH:11][CH:10]=2)=[CH:14][CH:15]=1)([CH3:22])([CH3:21])[CH3:20], predict the reactants needed to synthesize it. The reactants are: [Cl-].[C:2]([C:6]1[CH:11]=[CH:10][C:9]([I+:12][C:13]2[CH:18]=[CH:17][C:16]([C:19]([CH3:22])([CH3:21])[CH3:20])=[CH:15][CH:14]=2)=[CH:8][CH:7]=1)([CH3:5])([CH3:4])[CH3:3].[C:23]1([CH3:34])[CH:28]=[CH:27][C:26]([S:29]([O:32]C)(=[O:31])=[O:30])=[CH:25][CH:24]=1. (5) The reactants are: [NH2:1][C:2]1[CH:7]=[CH:6][C:5]([C:8]2[CH:9]=[C:10]3[C:14](=[CH:15][CH:16]=2)[C:13](=[O:17])[N:12]([C@@H:18]([CH:23]([CH3:25])[CH3:24])[C:19]([O:21][CH3:22])=[O:20])[CH2:11]3)=[CH:4][CH:3]=1.[F:26][C:27]1[CH:32]=[C:31]([F:33])[CH:30]=[CH:29][C:28]=1[S:34](Cl)(=[O:36])=[O:35]. Given the product [F:26][C:27]1[CH:32]=[C:31]([F:33])[CH:30]=[CH:29][C:28]=1[S:34]([NH:1][C:2]1[CH:7]=[CH:6][C:5]([C:8]2[CH:9]=[C:10]3[C:14](=[CH:15][CH:16]=2)[C:13](=[O:17])[N:12]([C@@H:18]([CH:23]([CH3:25])[CH3:24])[C:19]([O:21][CH3:22])=[O:20])[CH2:11]3)=[CH:4][CH:3]=1)(=[O:36])=[O:35], predict the reactants needed to synthesize it. (6) The reactants are: [F:1][C:2]1[CH:7]=[CH:6][CH:5]=[C:4]([F:8])[C:3]=1[N:9]1[C:14]2[N:15]=[C:16](SC)[N:17]=[C:18]([C:19]3[CH:20]=[C:21]([CH:25]=[CH:26][C:27]=3[CH3:28])[C:22]([OH:24])=O)[C:13]=2[CH:12]=[CH:11][C:10]1=[O:31].[C:32]1([CH2:38][CH2:39][NH2:40])[CH:37]=[CH:36][CH:35]=[CH:34][CH:33]=1.Cl.Cl.[NH:43]1[CH:47]=[CH:46][N:45]=[C:44]1[CH2:48][NH2:49]. Given the product [F:1][C:2]1[CH:7]=[CH:6][CH:5]=[C:4]([F:8])[C:3]=1[N:9]1[C:14]2[N:15]=[C:16]([NH:49][CH2:48][C:44]3[NH:43][CH:47]=[CH:46][N:45]=3)[N:17]=[C:18]([C:19]3[CH:20]=[C:21]([CH:25]=[CH:26][C:27]=3[CH3:28])[C:22]([NH:40][CH2:39][CH2:38][C:32]3[CH:37]=[CH:36][CH:35]=[CH:34][CH:33]=3)=[O:24])[C:13]=2[CH:12]=[CH:11][C:10]1=[O:31], predict the reactants needed to synthesize it. (7) Given the product [CH2:17]([O:24][C:25](=[O:33])[CH2:26][C@@H:27]([NH:32][C:12](=[O:14])[CH2:11][CH2:10][CH2:9][CH2:8][CH2:7][C:1]1[CH:2]=[CH:3][CH:4]=[CH:5][CH:6]=1)[CH2:28][N:29]([CH3:30])[CH3:31])[C:18]1[CH:23]=[CH:22][CH:21]=[CH:20][CH:19]=1, predict the reactants needed to synthesize it. The reactants are: [C:1]1([CH2:7][CH2:8][CH2:9][CH2:10][CH2:11][C:12]([OH:14])=O)[CH:6]=[CH:5][CH:4]=[CH:3][CH:2]=1.Cl.Cl.[CH2:17]([O:24][C:25](=[O:33])[CH2:26][C@@H:27]([NH2:32])[CH2:28][N:29]([CH3:31])[CH3:30])[C:18]1[CH:23]=[CH:22][CH:21]=[CH:20][CH:19]=1. (8) Given the product [F:1][C:2]1[C:7]([CH:8]2[CH2:12][CH2:11][N:10]([C:13](=[O:15])[CH3:14])[CH2:9]2)=[N:6][CH:5]=[CH:4][N:3]=1, predict the reactants needed to synthesize it. The reactants are: [F:1][C:2]1[C:7]([CH:8]2[CH2:12][CH2:11][NH:10][CH2:9]2)=[N:6][CH:5]=[CH:4][N:3]=1.[C:13](OC(=O)C)(=[O:15])[CH3:14].C(=O)(O)[O-].[Na+]. (9) Given the product [N:8]1[C:9]2[C:4](=[CH:3][C:2]([SH:13])=[CH:11][CH:10]=2)[CH:5]=[CH:6][CH:7]=1, predict the reactants needed to synthesize it. The reactants are: Br[C:2]1[CH:3]=[C:4]2[C:9](=[CH:10][CH:11]=1)[N:8]=[CH:7][CH:6]=[CH:5]2.C[S-:13].[Na+]. (10) The reactants are: N#N.Br[C:4]1[CH:5]=[C:6]2[C:11](=[CH:12][CH:13]=1)[O:10][C:9](=[O:14])[CH:8]=[C:7]2[NH:15][CH:16]1[CH2:21][CH2:20][N:19]([CH2:22][CH:23]=[CH:24][C:25]2[CH:30]=[CH:29][CH:28]=[CH:27][CH:26]=2)[CH2:18][CH2:17]1.[Br-].[CH3:32][CH:33]([CH3:36])[CH2:34][Zn+]. Given the product [CH3:32][CH:33]([CH3:36])[CH2:34][C:4]1[CH:5]=[C:6]2[C:11](=[CH:12][CH:13]=1)[O:10][C:9](=[O:14])[CH:8]=[C:7]2[NH:15][CH:16]1[CH2:17][CH2:18][N:19]([CH2:22][CH:23]=[CH:24][C:25]2[CH:30]=[CH:29][CH:28]=[CH:27][CH:26]=2)[CH2:20][CH2:21]1, predict the reactants needed to synthesize it.